This data is from NCI-60 drug combinations with 297,098 pairs across 59 cell lines. The task is: Regression. Given two drug SMILES strings and cell line genomic features, predict the synergy score measuring deviation from expected non-interaction effect. (1) Cell line: KM12. Drug 2: C1=C(C(=O)NC(=O)N1)F. Drug 1: CC12CCC(CC1=CCC3C2CCC4(C3CC=C4C5=CN=CC=C5)C)O. Synergy scores: CSS=39.1, Synergy_ZIP=-7.80, Synergy_Bliss=-12.2, Synergy_Loewe=-10.8, Synergy_HSA=-8.19. (2) Drug 1: CN1C2=C(C=C(C=C2)N(CCCl)CCCl)N=C1CCCC(=O)O.Cl. Drug 2: CN(CC1=CN=C2C(=N1)C(=NC(=N2)N)N)C3=CC=C(C=C3)C(=O)NC(CCC(=O)O)C(=O)O. Cell line: SF-539. Synergy scores: CSS=28.9, Synergy_ZIP=-7.46, Synergy_Bliss=-0.0820, Synergy_Loewe=-30.4, Synergy_HSA=2.04. (3) Drug 1: C1CN1P(=S)(N2CC2)N3CC3. Drug 2: CC1=C(C(=O)C2=C(C1=O)N3CC4C(C3(C2COC(=O)N)OC)N4)N. Cell line: HCC-2998. Synergy scores: CSS=33.4, Synergy_ZIP=-7.95, Synergy_Bliss=-10.2, Synergy_Loewe=-3.94, Synergy_HSA=-1.91. (4) Drug 1: C1CCC(CC1)NC(=O)N(CCCl)N=O. Drug 2: CC1=C(C(=O)C2=C(C1=O)N3CC4C(C3(C2COC(=O)N)OC)N4)N. Cell line: BT-549. Synergy scores: CSS=31.3, Synergy_ZIP=4.35, Synergy_Bliss=8.09, Synergy_Loewe=9.16, Synergy_HSA=10.6. (5) Drug 1: CC12CCC(CC1=CCC3C2CCC4(C3CC=C4C5=CN=CC=C5)C)O. Drug 2: C1=CN(C=N1)CC(O)(P(=O)(O)O)P(=O)(O)O. Cell line: CAKI-1. Synergy scores: CSS=6.74, Synergy_ZIP=-3.40, Synergy_Bliss=-0.907, Synergy_Loewe=1.80, Synergy_HSA=1.81. (6) Drug 1: C1C(C(OC1N2C=C(C(=O)NC2=O)F)CO)O. Drug 2: C1=CN(C(=O)N=C1N)C2C(C(C(O2)CO)O)O.Cl. Cell line: UACC-257. Synergy scores: CSS=8.17, Synergy_ZIP=-3.56, Synergy_Bliss=-0.0772, Synergy_Loewe=-2.46, Synergy_HSA=0.310. (7) Drug 1: CNC(=O)C1=NC=CC(=C1)OC2=CC=C(C=C2)NC(=O)NC3=CC(=C(C=C3)Cl)C(F)(F)F. Drug 2: C1CN(P(=O)(OC1)NCCCl)CCCl. Cell line: SK-MEL-5. Synergy scores: CSS=19.7, Synergy_ZIP=-3.08, Synergy_Bliss=0.892, Synergy_Loewe=14.5, Synergy_HSA=2.40. (8) Synergy scores: CSS=9.57, Synergy_ZIP=-0.728, Synergy_Bliss=3.48, Synergy_Loewe=-0.733, Synergy_HSA=2.98. Cell line: A549. Drug 1: CC1=CC=C(C=C1)C2=CC(=NN2C3=CC=C(C=C3)S(=O)(=O)N)C(F)(F)F. Drug 2: COCCOC1=C(C=C2C(=C1)C(=NC=N2)NC3=CC=CC(=C3)C#C)OCCOC.Cl.